This data is from Full USPTO retrosynthesis dataset with 1.9M reactions from patents (1976-2016). The task is: Predict the reactants needed to synthesize the given product. (1) Given the product [CH2:21]([O:22][C:23]([C@@H:25]1[CH2:29][CH2:28][C@H:27]([NH:30][C:31]2[CH:36]=[CH:35][C:34]([NH2:37])=[CH:33][N:32]=2)[CH2:26]1)=[O:24])[CH3:1], predict the reactants needed to synthesize it. The reactants are: [C:1](OC(N1CC[C@H](NC2C=CC(N)=CN=2)C1)=O)(C)(C)C.[CH3:21][O:22][C:23]([C@@H:25]1[CH2:29][CH2:28][C@H:27]([NH:30][C:31]2[CH:36]=[CH:35][C:34]([NH2:37])=[CH:33][N:32]=2)[CH2:26]1)=[O:24].COC([C@@H]1CC[C@H](NC2C=CC([N+]([O-])=O)=CN=2)C1)=O. (2) Given the product [N+:8](/[CH:11]=[CH:12]/[C:14]1[CH:19]=[CH:18][C:17]([C:20]([F:23])([F:21])[F:22])=[N:16][CH:15]=1)([O-:10])=[O:9], predict the reactants needed to synthesize it. The reactants are: C(OC(=O)C)(=O)C.[N+:8]([CH2:11][CH:12]([C:14]1[CH:15]=[N:16][C:17]([C:20]([F:23])([F:22])[F:21])=[CH:18][CH:19]=1)O)([O-:10])=[O:9].C([O-])(O)=O.[Na+]. (3) Given the product [C:6]1([CH:12]2[CH2:16][CH2:15][N:14]([CH2:20][C:22]3[CH:37]=[CH:36][C:25]([O:26][C:27]4[CH:35]=[CH:34][C:30]([C:31]([NH2:33])=[O:32])=[CH:29][N:28]=4)=[CH:24][CH:23]=3)[CH2:13]2)[CH:11]=[CH:10][CH:9]=[CH:8][CH:7]=1, predict the reactants needed to synthesize it. The reactants are: P(=O)(O)(O)O.[C:6]1([CH:12]2[CH2:16][CH2:15][NH:14][CH2:13]2)[CH:11]=[CH:10][CH:9]=[CH:8][CH:7]=1.N.CO.[CH:20]([C:22]1[CH:37]=[CH:36][C:25]([O:26][C:27]2[CH:35]=[CH:34][C:30]([C:31]([NH2:33])=[O:32])=[CH:29][N:28]=2)=[CH:24][CH:23]=1)=O.C(O[BH-](OC(=O)C)OC(=O)C)(=O)C.[Na+].C(O)(=O)C. (4) Given the product [Br:1][C:2]1[CH:7]=[CH:6][C:5]([C:8]2([N:11]3[CH2:16][CH2:17][C:18]([CH2:19][C:20]([CH3:22])=[CH2:21])([C:23]4[CH:24]=[CH:25][CH:26]=[CH:27][CH:28]=4)[O:13][C:12]3=[O:15])[CH2:9][CH2:10]2)=[CH:4][CH:3]=1, predict the reactants needed to synthesize it. The reactants are: [Br:1][C:2]1[CH:7]=[CH:6][C:5]([C:8]2([N:11]([CH2:16][CH2:17][C:18](O)([C:23]3[CH:28]=[CH:27][CH:26]=[CH:25][CH:24]=3)[CH2:19][C:20]([CH3:22])=[CH2:21])[C:12](=[O:15])[O:13]C)[CH2:10][CH2:9]2)=[CH:4][CH:3]=1.[H-].[Na+]. (5) The reactants are: [CH2:1]=O.[F:3][C:4]1[CH:5]=[N:6][C:7]([O:19][C:20]2[CH:25]=[CH:24][CH:23]=[C:22]([S:26][CH3:27])[CH:21]=2)=[C:8]([CH:18]=1)[C:9]([NH:11][CH:12]1[CH2:17][CH2:16][NH:15][CH2:14][CH2:13]1)=[O:10].[Na]. Given the product [NH3:6].[F:3][C:4]1[CH:5]=[N:6][C:7]([O:19][C:20]2[CH:25]=[CH:24][CH:23]=[C:22]([S:26][CH3:27])[CH:21]=2)=[C:8]([CH:18]=1)[C:9]([NH:11][CH:12]1[CH2:13][CH2:14][N:15]([CH3:1])[CH2:16][CH2:17]1)=[O:10], predict the reactants needed to synthesize it. (6) Given the product [CH2:1]([O:8][C:9]1[CH:10]=[CH:11][C:12]([C:15]2[CH:16]=[N:17][C:18]3[N:19]([N:27]=[CH:28][C:29]=3[C:30]3[NH:42][N:41]=[N:40][N:31]=3)[C:20]=2[N:21]2[CH2:22][CH2:23][O:24][CH2:25][CH2:26]2)=[CH:13][CH:14]=1)[C:2]1[CH:7]=[CH:6][CH:5]=[CH:4][CH:3]=1, predict the reactants needed to synthesize it. The reactants are: [CH2:1]([O:8][C:9]1[CH:14]=[CH:13][C:12]([C:15]2[CH:16]=[N:17][C:18]3[N:19]([N:27]=[CH:28][C:29]=3[C:30]#[N:31])[C:20]=2[N:21]2[CH2:26][CH2:25][O:24][CH2:23][CH2:22]2)=[CH:11][CH:10]=1)[C:2]1[CH:7]=[CH:6][CH:5]=[CH:4][CH:3]=1.Cl.C(N(CC)CC)C.[N-:40]=[N+:41]=[N-:42].[Na+]. (7) Given the product [ClH:31].[CH2:1]([C@@H:8]1[NH:12][C:11]2([CH2:17][CH2:16][N:15]([C:18](=[O:24])[CH:19]([CH2:20][CH3:21])[CH2:22][CH3:23])[CH2:14][CH2:13]2)[NH:10][C:9]1=[O:25])[C:2]1[CH:7]=[CH:6][CH:5]=[CH:4][CH:3]=1, predict the reactants needed to synthesize it. The reactants are: [CH2:1]([C@@H:8]1[NH:12][C:11]2([CH2:17][CH2:16][N:15]([C:18](=[O:24])[CH:19]([CH2:22][CH3:23])[CH2:20][CH3:21])[CH2:14][CH2:13]2)[NH:10][C:9]1=[O:25])[C:2]1[CH:7]=[CH:6][CH:5]=[CH:4][CH:3]=1.O.C[Si]([Cl:31])(C)C.